From a dataset of Forward reaction prediction with 1.9M reactions from USPTO patents (1976-2016). Predict the product of the given reaction. (1) Given the reactants [NH:1]1[CH2:12][CH2:11][NH:10][CH2:9][CH2:8][NH:7][CH2:6][CH2:5][NH:4][CH2:3][CH2:2]1.F[C:14](F)(F)[C:15]([OH:17])=[O:16], predict the reaction product. The product is: [CH2:3]1[NH:4][CH2:5][CH2:6][N:7]([CH2:14][C:15]([OH:17])=[O:16])[CH2:8][CH2:9][N:10]([CH2:14][C:15]([OH:17])=[O:16])[CH2:11][CH2:12][N:1]([CH2:14][C:15]([OH:17])=[O:16])[CH2:2]1. (2) Given the reactants [NH2:1][C:2]1[N:10]=[CH:9][C:8]([Br:11])=[CH:7][C:3]=1[C:4](O)=[O:5].[CH3:12][NH:13][O:14][CH3:15].C1CN([P+](ON2N=NC3C=CC=CC2=3)(N2CCCC2)N2CCCC2)CC1.F[P-](F)(F)(F)(F)F, predict the reaction product. The product is: [NH2:1][C:2]1[N:10]=[CH:9][C:8]([Br:11])=[CH:7][C:3]=1[C:4]([N:13]([O:14][CH3:15])[CH3:12])=[O:5]. (3) Given the reactants [Br:1][C:2]1[CH:3]=[C:4]([O:20][C:21]2[CH:26]=[CH:25][CH:24]=[CH:23][CH:22]=2)[C:5]([NH:8][C:9]2[S:10][CH:11]=[C:12]([CH2:14][CH2:15][C:16](OC)=[O:17])[N:13]=2)=[N:6][CH:7]=1.O.[NH2:28][NH2:29], predict the reaction product. The product is: [Br:1][C:2]1[CH:3]=[C:4]([O:20][C:21]2[CH:26]=[CH:25][CH:24]=[CH:23][CH:22]=2)[C:5]([NH:8][C:9]2[S:10][CH:11]=[C:12]([CH2:14][CH2:15][C:16]([NH:28][NH2:29])=[O:17])[N:13]=2)=[N:6][CH:7]=1. (4) Given the reactants [Cl:1][C:2]1[CH:19]=[CH:18][C:5]([O:6][C:7]2[C:15]([F:16])=[CH:14][C:10]([C:11](O)=[O:12])=[C:9]([F:17])[CH:8]=2)=[C:4]([O:20][CH3:21])[CH:3]=1.[S:22]([NH2:26])([NH2:25])(=[O:24])=[O:23], predict the reaction product. The product is: [NH2:25][S:22]([NH:26][C:11](=[O:12])[C:10]1[CH:14]=[C:15]([F:16])[C:7]([O:6][C:5]2[CH:18]=[CH:19][C:2]([Cl:1])=[CH:3][C:4]=2[O:20][CH3:21])=[CH:8][C:9]=1[F:17])(=[O:24])=[O:23]. (5) Given the reactants [CH3:1][C:2]1[CH2:3][C:4](=[O:13])[N:5]([C:7]2[CH:12]=[CH:11][CH:10]=[CH:9][N:8]=2)[N:6]=1.[OH:14][C:15]1[CH:22]=[CH:21][C:18]([CH:19]=O)=[CH:17][C:16]=1[O:23][CH3:24].N1CCCCC1, predict the reaction product. The product is: [OH:14][C:15]1[CH:22]=[CH:21][C:18](/[CH:19]=[C:3]2/[C:4](=[O:13])[N:5]([C:7]3[CH:12]=[CH:11][CH:10]=[CH:9][N:8]=3)[N:6]=[C:2]/2[CH3:1])=[CH:17][C:16]=1[O:23][CH3:24].